Dataset: NCI-60 drug combinations with 297,098 pairs across 59 cell lines. Task: Regression. Given two drug SMILES strings and cell line genomic features, predict the synergy score measuring deviation from expected non-interaction effect. Drug 1: CC1=C(C=C(C=C1)C(=O)NC2=CC(=CC(=C2)C(F)(F)F)N3C=C(N=C3)C)NC4=NC=CC(=N4)C5=CN=CC=C5. Drug 2: CCCCC(=O)OCC(=O)C1(CC(C2=C(C1)C(=C3C(=C2O)C(=O)C4=C(C3=O)C=CC=C4OC)O)OC5CC(C(C(O5)C)O)NC(=O)C(F)(F)F)O. Cell line: HS 578T. Synergy scores: CSS=25.9, Synergy_ZIP=0.0829, Synergy_Bliss=2.50, Synergy_Loewe=-4.71, Synergy_HSA=2.57.